This data is from Peptide-MHC class II binding affinity with 134,281 pairs from IEDB. The task is: Regression. Given a peptide amino acid sequence and an MHC pseudo amino acid sequence, predict their binding affinity value. This is MHC class II binding data. (1) The peptide sequence is WNRQLYPEWVEAQRLD. The MHC is DRB1_0401 with pseudo-sequence DRB1_0401. The binding affinity (normalized) is 0.385. (2) The binding affinity (normalized) is 0.370. The peptide sequence is SGNLVMFQMQDHQLI. The MHC is DRB1_0401 with pseudo-sequence DRB1_0401. (3) The peptide sequence is RLMSMKSVQNNTVLK. The MHC is DRB4_0101 with pseudo-sequence DRB4_0103. The binding affinity (normalized) is 0.439. (4) The peptide sequence is SPWSWPDLDLKPGAA. The MHC is HLA-DQA10303-DQB10402 with pseudo-sequence HLA-DQA10303-DQB10402. The binding affinity (normalized) is 0.200. (5) The peptide sequence is EKLKDKHPVLGVITE. The MHC is DRB1_0101 with pseudo-sequence DRB1_0101. The binding affinity (normalized) is 0.298. (6) The MHC is DRB1_0301 with pseudo-sequence DRB1_0301. The peptide sequence is MQVKVSKGAPCRIPV. The binding affinity (normalized) is 0.703.